This data is from NCI-60 drug combinations with 297,098 pairs across 59 cell lines. The task is: Regression. Given two drug SMILES strings and cell line genomic features, predict the synergy score measuring deviation from expected non-interaction effect. (1) Drug 1: CC(C1=C(C=CC(=C1Cl)F)Cl)OC2=C(N=CC(=C2)C3=CN(N=C3)C4CCNCC4)N. Drug 2: CC12CCC(CC1=CCC3C2CCC4(C3CC=C4C5=CN=CC=C5)C)O. Cell line: NCI-H460. Synergy scores: CSS=5.35, Synergy_ZIP=0.896, Synergy_Bliss=3.10, Synergy_Loewe=-1.96, Synergy_HSA=1.94. (2) Drug 1: CC12CCC(CC1=CCC3C2CCC4(C3CC=C4C5=CN=CC=C5)C)O. Drug 2: C1CN(CCN1C(=O)CCBr)C(=O)CCBr. Cell line: RPMI-8226. Synergy scores: CSS=45.3, Synergy_ZIP=1.04, Synergy_Bliss=3.33, Synergy_Loewe=-5.77, Synergy_HSA=0.230. (3) Drug 1: C1=CN(C=N1)CC(O)(P(=O)(O)O)P(=O)(O)O. Drug 2: CC12CCC3C(C1CCC2OP(=O)(O)O)CCC4=C3C=CC(=C4)OC(=O)N(CCCl)CCCl.[Na+]. Cell line: NCI-H522. Synergy scores: CSS=0.488, Synergy_ZIP=0.464, Synergy_Bliss=1.09, Synergy_Loewe=-0.436, Synergy_HSA=-0.196. (4) Drug 1: C1=CN(C=N1)CC(O)(P(=O)(O)O)P(=O)(O)O. Drug 2: CN(CCCl)CCCl.Cl. Cell line: SNB-19. Synergy scores: CSS=-4.89, Synergy_ZIP=9.04, Synergy_Bliss=16.2, Synergy_Loewe=-9.98, Synergy_HSA=-3.42. (5) Drug 1: CC(CN1CC(=O)NC(=O)C1)N2CC(=O)NC(=O)C2. Drug 2: CC1CCCC2(C(O2)CC(NC(=O)CC(C(C(=O)C(C1O)C)(C)C)O)C(=CC3=CSC(=N3)C)C)C. Cell line: MALME-3M. Synergy scores: CSS=6.96, Synergy_ZIP=-3.40, Synergy_Bliss=-2.43, Synergy_Loewe=-7.62, Synergy_HSA=-4.94. (6) Drug 2: N.N.Cl[Pt+2]Cl. Synergy scores: CSS=14.0, Synergy_ZIP=1.23, Synergy_Bliss=1.93, Synergy_Loewe=1.65, Synergy_HSA=1.02. Cell line: 786-0. Drug 1: CC12CCC3C(C1CCC2=O)CC(=C)C4=CC(=O)C=CC34C. (7) Drug 1: C1=CC=C(C=C1)NC(=O)CCCCCCC(=O)NO. Drug 2: CN(CC1=CN=C2C(=N1)C(=NC(=N2)N)N)C3=CC=C(C=C3)C(=O)NC(CCC(=O)O)C(=O)O. Cell line: SN12C. Synergy scores: CSS=25.7, Synergy_ZIP=-0.934, Synergy_Bliss=0.299, Synergy_Loewe=-8.94, Synergy_HSA=2.40.